Dataset: Reaction yield outcomes from USPTO patents with 853,638 reactions. Task: Predict the reaction yield, written as a fraction of the theoretical maximum amount of product (1.0 means a 100% yield; for example, 0.34 means a 34% yield). (1) The reactants are [Br:1][C:2]1[C:3]2[N:4]([CH:12]=[C:13]([C:15]3[O:19][N:18]=[C:17]([C:20]4[CH:25]=[CH:24][C:23]([CH:26]([CH3:35])[CH2:27][C:28]([O:30]C(C)(C)C)=[O:29])=[CH:22][C:21]=4[CH3:36])[N:16]=3)[N:14]=2)[CH:5]=[C:6]([C:8]([F:11])([F:10])[F:9])[CH:7]=1. The catalyst is C(O)(C(F)(F)F)=O.C(Cl)Cl. The product is [Br:1][C:2]1[C:3]2[N:4]([CH:12]=[C:13]([C:15]3[O:19][N:18]=[C:17]([C:20]4[CH:25]=[CH:24][C:23]([CH:26]([CH3:35])[CH2:27][C:28]([OH:30])=[O:29])=[CH:22][C:21]=4[CH3:36])[N:16]=3)[N:14]=2)[CH:5]=[C:6]([C:8]([F:10])([F:9])[F:11])[CH:7]=1. The yield is 0.540. (2) The reactants are [H-].[Na+].[Cl:3][C:4]1[CH:5]=[C:6]([NH:12][C@H:13]2[CH2:17][CH2:16][N:15]([C:18]([O:20][C:21]([CH3:24])([CH3:23])[CH3:22])=[O:19])[CH2:14]2)[CH:7]=[CH:8][C:9]=1[C:10]#[N:11].Br[CH2:26][C:27]1[CH:32]=[CH:31][CH:30]=[CH:29][C:28]=1[C:33]([F:36])([F:35])[F:34].[NH4+].[Cl-]. The catalyst is CCCCCC.CN(C=O)C. The product is [Cl:3][C:4]1[CH:5]=[C:6]([N:12]([CH2:26][C:27]2[CH:32]=[CH:31][CH:30]=[CH:29][C:28]=2[C:33]([F:34])([F:35])[F:36])[C@H:13]2[CH2:17][CH2:16][N:15]([C:18]([O:20][C:21]([CH3:24])([CH3:23])[CH3:22])=[O:19])[CH2:14]2)[CH:7]=[CH:8][C:9]=1[C:10]#[N:11]. The yield is 0.920.